This data is from Reaction yield outcomes from USPTO patents with 853,638 reactions. The task is: Predict the reaction yield, written as a fraction of the theoretical maximum amount of product (1.0 means a 100% yield; for example, 0.34 means a 34% yield). (1) The catalyst is CN(C=O)C. The yield is 0.880. The product is [F:1][C:2]1[CH:7]=[CH:6][CH:5]=[CH:4][C:3]=1[N:8]1[C:12]2=[N:13][C:14]([O:18][CH2:25][C:24]3[N:20]([CH3:19])[N:21]=[CH:22][N:23]=3)=[C:15]([Br:17])[CH:16]=[C:11]2[N:10]=[N:9]1. The reactants are [F:1][C:2]1[CH:7]=[CH:6][CH:5]=[CH:4][C:3]=1[N:8]1[C:12]2=[N:13][C:14]([OH:18])=[C:15]([Br:17])[CH:16]=[C:11]2[N:10]=[N:9]1.[CH3:19][N:20]1[C:24]([CH2:25]Cl)=[N:23][CH:22]=[N:21]1.C(=O)([O-])[O-].[Cs+].[Cs+].O. (2) The reactants are [CH2:1]([O:4][N:5]([C@H:18]1[CH2:23][N:22](C(OC(C)(C)C)=O)[C@H:21]([CH2:31][O:32][Si:33]([C:36]([CH3:39])([CH3:38])[CH3:37])([CH3:35])[CH3:34])[CH:20]=[C:19]1[CH3:40])[S:6]([C:9]1[CH:14]=[CH:13][CH:12]=[CH:11][C:10]=1[N+:15]([O-:17])=[O:16])(=[O:8])=[O:7])[CH:2]=[CH2:3]. The product is [CH2:1]([O:4][N:5]([C@@H:18]1[C:19]([CH3:40])=[CH:20][C@@H:21]([CH2:31][O:32][Si:33]([C:36]([CH3:39])([CH3:38])[CH3:37])([CH3:34])[CH3:35])[NH:22][CH2:23]1)[S:6]([C:9]1[CH:14]=[CH:13][CH:12]=[CH:11][C:10]=1[N+:15]([O-:17])=[O:16])(=[O:8])=[O:7])[CH:2]=[CH2:3]. The catalyst is C(Cl)Cl.[Br-].[Zn+2].[Br-]. The yield is 1.00. (3) The product is [CH2:1]([C:5]1[N:6]=[C:7]([CH3:27])[N:8]([CH2:31][C:32]2[S:33][CH:34]=[CH:35][CH:36]=2)[C:9](=[O:26])[C:10]=1[CH2:11][C:12]1[CH:17]=[CH:16][C:15]([C:18]2[CH:23]=[CH:22][CH:21]=[CH:20][C:19]=2[C:24]2[NH:39][C:40](=[O:43])[O:41][N:25]=2)=[CH:14][CH:13]=1)[CH2:2][CH2:3][CH3:4]. The yield is 0.610. The catalyst is C(OCC)(=O)C.CS(C)=O.CN(C)C=O. The reactants are [CH2:1]([C:5]1[N:6]=[C:7]([CH3:27])[NH:8][C:9](=[O:26])[C:10]=1[CH2:11][C:12]1[CH:17]=[CH:16][C:15]([C:18]2[C:19]([C:24]#[N:25])=[CH:20][CH:21]=[CH:22][CH:23]=2)=[CH:14][CH:13]=1)[CH2:2][CH2:3][CH3:4].[H-].[Na+].Br[CH2:31][C:32]1[S:33][CH:34]=[CH:35][CH:36]=1.[Cl-].O[NH3+:39].[C:40](=[O:43])([O-])[OH:41].[Na+]. (4) The reactants are [F:1][C:2]1[C:3](I)=[C:4]([CH:8]=[CH:9][CH:10]=1)[C:5]([OH:7])=[O:6].[NH:12]1[CH:16]=[CH:15][CH:14]=[N:13]1.CN[C@@H]1CCCC[C@H]1NC.C([O-])([O-])=O.[Cs+].[Cs+]. The catalyst is O.[Cu]I.O1CCOCC1. The product is [F:1][C:2]1[C:3]([N:12]2[CH:16]=[CH:15][CH:14]=[N:13]2)=[C:4]([CH:8]=[CH:9][CH:10]=1)[C:5]([OH:7])=[O:6]. The yield is 0.720. (5) The reactants are Cl[C:2]1[CH:3]=[CH:4][C:5]2[N:6]([C:8]([CH2:15][N:16]3[CH2:20][CH:19]([CH:21]=[C:22]([F:24])[F:23])[CH2:18][C:17]3=[O:25])=[C:9]([C:11]([F:14])([F:13])[F:12])[N:10]=2)[N:7]=1.[CH2:26]([NH2:30])[CH2:27][CH2:28][CH3:29].C(=O)([O-])[O-].[K+].[K+]. The catalyst is C(#N)C. The product is [CH2:26]([NH:30][C:2]1[CH:3]=[CH:4][C:5]2[N:6]([C:8]([CH2:15][N:16]3[CH2:20][CH:19]([CH:21]=[C:22]([F:24])[F:23])[CH2:18][C:17]3=[O:25])=[C:9]([C:11]([F:14])([F:13])[F:12])[N:10]=2)[N:7]=1)[CH2:27][CH2:28][CH3:29]. The yield is 0.800. (6) The reactants are [C:1]1([C:7]2[CH:12]=[CH:11][C:10]([OH:13])=[CH:9][CH:8]=2)[CH:6]=[CH:5][CH:4]=[CH:3][CH:2]=1.[CH2:14]([O:16][CH:17]([O:20][CH2:21][CH3:22])[CH2:18]Br)[CH3:15].[OH-].[K+]. The catalyst is CS(C)=O.O. The product is [CH2:14]([O:16][CH:17]([O:20][CH2:21][CH3:22])[CH2:18][O:13][C:10]1[CH:9]=[CH:8][C:7]([C:1]2[CH:2]=[CH:3][CH:4]=[CH:5][CH:6]=2)=[CH:12][CH:11]=1)[CH3:15]. The yield is 0.940.